From a dataset of Hepatocyte clearance measurements from AstraZeneca. Regression/Classification. Given a drug SMILES string, predict its absorption, distribution, metabolism, or excretion properties. Task type varies by dataset: regression for continuous measurements (e.g., permeability, clearance, half-life) or binary classification for categorical outcomes (e.g., BBB penetration, CYP inhibition). For this dataset (clearance_hepatocyte_az), we predict log10(clearance) (log10 of the in vitro intrinsic clearance, CLint, in uL/min per 10^6 hepatocytes; values are censored to the assay range of 3 to 150, which is 0.477 to 2.18 on this log10 scale). (1) The molecule is COc1ccc(CC(=O)Nc2nc3ccccc3[nH]2)cc1. The log10(clearance) is 1.11. (2) The drug is COc1ccccc1SC[C@@H](C)CN[C@@H]1COc2ccccc2SC1. The log10(clearance) is 1.71. (3) The molecule is CCOc1ccc(-n2c([C@@H](C)N(CC3CCN(C)CC3)C(=O)Cc3ccc(F)c(C(F)(F)F)c3)nc3ncccc3c2=O)cc1. The log10(clearance) is 1.30. (4) The compound is Cc1ccc(-c2cc(C(F)(F)F)nn2-c2ccc(C(=O)O)cc2)cc1. The log10(clearance) is 1.03. (5) The molecule is CCOc1ccc(-c2ccc(Cn3c(CC(C)(C)C(=O)O)c(SC(C)(C)C)c4cc(OCc5ccc(C)cn5)ccc43)cc2)cn1. The log10(clearance) is 0.840. (6) The drug is COCCOc1cc(-c2cccc3c(=O)cc(N4CCOCC4)oc23)ccc1NC(=O)CN1CCOCC1. The log10(clearance) is 1.64. (7) The compound is CC(C)(C)NC(=O)NCCN1CCN(CC(=O)NC23CC4CC(CC(C4)C2)C3)CC1. The log10(clearance) is 1.53. (8) The compound is Cc1ccc(-c2cc(C(F)(F)F)nn2-c2ccc(S(N)(=O)=O)cc2)cc1. The log10(clearance) is 1.41.